Dataset: NCI-60 drug combinations with 297,098 pairs across 59 cell lines. Task: Regression. Given two drug SMILES strings and cell line genomic features, predict the synergy score measuring deviation from expected non-interaction effect. (1) Drug 1: CC1CCC2CC(C(=CC=CC=CC(CC(C(=O)C(C(C(=CC(C(=O)CC(OC(=O)C3CCCCN3C(=O)C(=O)C1(O2)O)C(C)CC4CCC(C(C4)OC)OCCO)C)C)O)OC)C)C)C)OC. Drug 2: CNC(=O)C1=NC=CC(=C1)OC2=CC=C(C=C2)NC(=O)NC3=CC(=C(C=C3)Cl)C(F)(F)F. Cell line: T-47D. Synergy scores: CSS=6.67, Synergy_ZIP=-7.61, Synergy_Bliss=-12.5, Synergy_Loewe=-46.8, Synergy_HSA=-13.4. (2) Drug 1: C1=CC(=CC=C1CCCC(=O)O)N(CCCl)CCCl. Drug 2: C1=CC=C(C(=C1)C(C2=CC=C(C=C2)Cl)C(Cl)Cl)Cl. Cell line: M14. Synergy scores: CSS=0.610, Synergy_ZIP=-7.57, Synergy_Bliss=-3.24, Synergy_Loewe=-3.49, Synergy_HSA=-3.93. (3) Drug 2: C1CC(=O)NC(=O)C1N2C(=O)C3=CC=CC=C3C2=O. Cell line: OVCAR3. Synergy scores: CSS=4.78, Synergy_ZIP=-5.20, Synergy_Bliss=-4.01, Synergy_Loewe=-12.8, Synergy_HSA=-6.19. Drug 1: CC1CCC2CC(C(=CC=CC=CC(CC(C(=O)C(C(C(=CC(C(=O)CC(OC(=O)C3CCCCN3C(=O)C(=O)C1(O2)O)C(C)CC4CCC(C(C4)OC)OCCO)C)C)O)OC)C)C)C)OC. (4) Drug 1: COC1=NC(=NC2=C1N=CN2C3C(C(C(O3)CO)O)O)N. Drug 2: CC12CCC3C(C1CCC2OP(=O)(O)O)CCC4=C3C=CC(=C4)OC(=O)N(CCCl)CCCl.[Na+]. Cell line: SR. Synergy scores: CSS=25.9, Synergy_ZIP=0.341, Synergy_Bliss=-0.822, Synergy_Loewe=-4.19, Synergy_HSA=-3.35.